This data is from Forward reaction prediction with 1.9M reactions from USPTO patents (1976-2016). The task is: Predict the product of the given reaction. Given the reactants [C:1]([O:5][C:6](=[O:34])[NH:7][C:8]1[CH:13]=[CH:12][C:11]([O:14][C:15]2[CH:20]=[CH:19][C:18]([C:21](=[O:30])[NH:22][C:23]3[CH:28]=[CH:27][C:26]([Cl:29])=[CH:25][N:24]=3)=[CH:17][C:16]=2[N+:31]([O-])=O)=[CH:10][CH:9]=1)([CH3:4])([CH3:3])[CH3:2].[Cl-].[NH4+], predict the reaction product. The product is: [C:1]([O:5][C:6](=[O:34])[NH:7][C:8]1[CH:13]=[CH:12][C:11]([O:14][C:15]2[CH:20]=[CH:19][C:18]([C:21](=[O:30])[NH:22][C:23]3[CH:28]=[CH:27][C:26]([Cl:29])=[CH:25][N:24]=3)=[CH:17][C:16]=2[NH2:31])=[CH:10][CH:9]=1)([CH3:4])([CH3:2])[CH3:3].